This data is from Full USPTO retrosynthesis dataset with 1.9M reactions from patents (1976-2016). The task is: Predict the reactants needed to synthesize the given product. (1) Given the product [C:1]([O:5][C:6](=[O:61])[CH2:7][CH2:8][CH2:9][CH2:10][CH2:11][CH2:12][CH2:13][CH2:14][CH2:15][CH2:16][CH2:17][CH2:18][CH2:19][CH2:20][CH2:21][CH2:22][CH2:23][CH2:24][C:25](=[O:60])[NH:26][C@H:27]([C:53]([O:55][C:56]([CH3:59])([CH3:58])[CH3:57])=[O:54])[CH2:28][CH2:29][C:30](=[O:52])[NH:31][CH2:32][CH2:33][O:34][CH2:35][CH2:36][O:37][CH2:38][C:39](=[O:51])[NH:40][CH2:41][CH2:42][O:43][CH2:44][CH2:45][O:46][CH2:47][C:48]([O:50][N:75]1[C:80](=[O:81])[CH2:79][CH2:78][C:76]1=[O:77])=[O:49])([CH3:4])([CH3:2])[CH3:3], predict the reactants needed to synthesize it. The reactants are: [C:1]([O:5][C:6](=[O:61])[CH2:7][CH2:8][CH2:9][CH2:10][CH2:11][CH2:12][CH2:13][CH2:14][CH2:15][CH2:16][CH2:17][CH2:18][CH2:19][CH2:20][CH2:21][CH2:22][CH2:23][CH2:24][C:25](=[O:60])[NH:26][C@H:27]([C:53]([O:55][C:56]([CH3:59])([CH3:58])[CH3:57])=[O:54])[CH2:28][CH2:29][C:30](=[O:52])[NH:31][CH2:32][CH2:33][O:34][CH2:35][CH2:36][O:37][CH2:38][C:39](=[O:51])[NH:40][CH2:41][CH2:42][O:43][CH2:44][CH2:45][O:46][CH2:47][C:48]([OH:50])=[O:49])([CH3:4])([CH3:3])[CH3:2].[B-](F)(F)(F)F.CN(C(O[N:75]1[C:80](=[O:81])[CH2:79][CH2:78][C:76]1=[O:77])=[N+](C)C)C.CCN(C(C)C)C(C)C. (2) The reactants are: [CH2:1]([N:3]([CH2:17][CH3:18])[CH2:4][CH2:5][CH2:6][O:7][C:8]1[CH:13]=[CH:12][CH:11]=[C:10]([N+:14]([O-])=O)[CH:9]=1)[CH3:2]. Given the product [NH2:14][C:10]1[CH:9]=[C:8]([CH:13]=[CH:12][CH:11]=1)[O:7][CH2:6][CH2:5][CH2:4][N:3]([CH2:1][CH3:2])[CH2:17][CH3:18], predict the reactants needed to synthesize it.